Dataset: Catalyst prediction with 721,799 reactions and 888 catalyst types from USPTO. Task: Predict which catalyst facilitates the given reaction. (1) Reactant: [NH2:1][C:2]1[CH:7]=[C:6]([N:8]2[CH2:13][CH2:12][N:11]([CH3:14])[CH2:10][CH2:9]2)[CH:5]=[CH:4][C:3]=1[NH-:15].[O:16]=[C:17]1[C:29]2[CH:28]=[CH:27][CH:26]=[C:25]([C:30](O)=O)[C:24]=2[C:23]2[C:18]1=[CH:19][CH:20]=[CH:21][CH:22]=2. Product: [CH3:14][N:11]1[CH2:12][CH2:13][N:8]([C:6]2[CH:5]=[CH:4][C:3]3[N:15]=[C:30]([C:25]4[C:24]5[C:23]6[C:18](=[CH:19][CH:20]=[CH:21][CH:22]=6)[C:17](=[O:16])[C:29]=5[CH:28]=[CH:27][CH:26]=4)[NH:1][C:2]=3[CH:7]=2)[CH2:9][CH2:10]1. The catalyst class is: 15. (2) Reactant: [SH:1][CH2:2][C:3]([OH:5])=[O:4].[SH-:6].[Na+:7].Cl[CH2:9][C:10]([O-:12])=[O:11].[Na+]. Product: [SH:1][CH2:2][CH2:9][C:10]([OH:12])=[O:11].[SH-:6].[Na+:7].[C:3]1(=[O:4])[O:5][CH2:9][CH2:2]1. The catalyst class is: 10. (3) Reactant: Cl.[NH2:2][C@H:3]([CH2:9][CH3:10])[CH2:4][C:5]([O:7][CH3:8])=[O:6].[C:11]([C:15]1[CH:20]=[CH:19][C:18]([N:21]=[C:22]=[O:23])=[CH:17][CH:16]=1)([CH3:14])([CH3:13])[CH3:12]. Product: [C:11]([C:15]1[CH:20]=[CH:19][C:18]([NH:21][C:22](=[O:23])[NH:2][C@H:3]([CH2:9][CH3:10])[CH2:4][C:5]([O:7][CH3:8])=[O:6])=[CH:17][CH:16]=1)([CH3:14])([CH3:12])[CH3:13]. The catalyst class is: 2. (4) Reactant: C[O:2][C:3](=[O:40])[C:4]1[CH:9]=[CH:8][C:7]([O:10][C:11]2[N:16]=[CH:15][C:14]([CH2:17][N:18]3[CH2:23][CH2:22][CH:21]([N:24]4[C@H:28]([C:29]5[CH:33]=[CH:32][S:31][CH:30]=5)[CH2:27][N:26]([CH:34]5[CH2:38][CH2:37][CH2:36][CH2:35]5)[C:25]4=[O:39])[CH2:20][CH2:19]3)=[CH:13][N:12]=2)=[CH:6][CH:5]=1. Product: [CH:34]1([N:26]2[CH2:27][C@@H:28]([C:29]3[CH:33]=[CH:32][S:31][CH:30]=3)[N:24]([CH:21]3[CH2:20][CH2:19][N:18]([CH2:17][C:14]4[CH:15]=[N:16][C:11]([O:10][C:7]5[CH:6]=[CH:5][C:4]([C:3]([OH:40])=[O:2])=[CH:9][CH:8]=5)=[N:12][CH:13]=4)[CH2:23][CH2:22]3)[C:25]2=[O:39])[CH2:35][CH2:36][CH2:37][CH2:38]1. The catalyst class is: 1. (5) The catalyst class is: 17. Reactant: [Cl:1][C:2]1[CH:7]=[C:6]([Cl:8])[CH:5]=[CH:4][C:3]=1[N:9]1[C:14]2=[N:15][C:16]3[CH:21]=[CH:20][CH:19]=[C:18]([N:22]([CH2:25][CH3:26])[CH2:23][CH3:24])[C:17]=3[N:13]2[CH2:12][CH:11]([OH:27])[CH2:10]1.[CH3:28][S:29](Cl)(=[O:31])=[O:30].[C:33](=O)(O)[O-].[Na+]. Product: [CH3:28][S:29]([O:27][CH:11]1[CH2:12][N:13]2[C:14](=[N:15][C:16]3[CH:21]=[CH:20][CH:19]=[C:18]([N:22]([CH2:23][CH3:24])[CH2:25][CH3:26])[C:17]=32)[N:9]([C:3]2[CH:4]=[CH:5][C:6]([Cl:8])=[CH:7][C:2]=2[Cl:1])[CH2:10][CH2:33]1)(=[O:31])=[O:30]. (6) Reactant: [NH2:1][C:2]1[CH:3]=[CH:4][C:5]([O:32][C:33]2[CH:38]=[CH:37][C:36]([F:39])=[CH:35][C:34]=2[F:40])=[C:6]([C:8]2[N:9]([CH2:24][O:25][CH2:26][CH2:27][Si:28]([CH3:31])([CH3:30])[CH3:29])[C:10]([CH3:23])=[C:11]3[C:16]=2[CH:15]=[C:14]([C:17](OCC)=[O:18])[NH:13][C:12]3=[O:22])[CH:7]=1.[CH2:41]([NH2:44])[CH2:42][CH3:43]. Product: [NH2:1][C:2]1[CH:3]=[CH:4][C:5]([O:32][C:33]2[CH:38]=[CH:37][C:36]([F:39])=[CH:35][C:34]=2[F:40])=[C:6]([C:8]2[N:9]([CH2:24][O:25][CH2:26][CH2:27][Si:28]([CH3:31])([CH3:29])[CH3:30])[C:10]([CH3:23])=[C:11]3[C:16]=2[CH:15]=[C:14]([C:17]([NH:44][CH2:41][CH2:42][CH3:43])=[O:18])[NH:13][C:12]3=[O:22])[CH:7]=1. The catalyst class is: 5. (7) Reactant: [NH2:1][C:2]1[CH:7]=[CH:6][CH:5]=[CH:4][C:3]=1[NH:8][S:9]([C:12]1[CH:17]=[C:16]([S:18]([C:21]([F:24])([F:23])[F:22])(=[O:20])=[O:19])[CH:15]=[CH:14][C:13]=1[O:25][CH3:26])(=[O:11])=[O:10].[Cl:27][C:28]1[CH:41]=[CH:40][C:31]2[S:32][C:33]([S:36](Cl)(=[O:38])=[O:37])=[C:34]([CH3:35])[C:30]=2[CH:29]=1. Product: [CH3:26][O:25][C:13]1[CH:14]=[CH:15][C:16]([S:18]([C:21]([F:24])([F:22])[F:23])(=[O:20])=[O:19])=[CH:17][C:12]=1[S:9]([NH:8][C:3]1[CH:4]=[CH:5][CH:6]=[CH:7][C:2]=1[NH:1][S:36]([C:33]1[S:32][C:31]2[CH:40]=[CH:41][C:28]([Cl:27])=[CH:29][C:30]=2[C:34]=1[CH3:35])(=[O:38])=[O:37])(=[O:10])=[O:11]. The catalyst class is: 202. (8) Reactant: [F:1][C:2]1[C:3]([O:29][CH3:30])=[C:4]([C:9]2[C:17]3[C:12](=[N:13][CH:14]=[C:15]([C:18]4[CH:19]=[N:20][N:21]([CH:23]5[CH2:28][CH2:27][NH:26][CH2:25][CH2:24]5)[CH:22]=4)[CH:16]=3)[NH:11][CH:10]=2)[CH:5]=[C:6]([F:8])[CH:7]=1.C(N(CC)CC)C.[CH2:38]([S:41](Cl)(=[O:43])=[O:42])[CH2:39][CH3:40]. Product: [F:1][C:2]1[C:3]([O:29][CH3:30])=[C:4]([C:9]2[C:17]3[C:12](=[N:13][CH:14]=[C:15]([C:18]4[CH:19]=[N:20][N:21]([CH:23]5[CH2:24][CH2:25][N:26]([S:41]([CH2:38][CH2:39][CH3:40])(=[O:43])=[O:42])[CH2:27][CH2:28]5)[CH:22]=4)[CH:16]=3)[NH:11][CH:10]=2)[CH:5]=[C:6]([F:8])[CH:7]=1. The catalyst class is: 2. (9) Reactant: [NH2:1][C:2]1[CH:10]=[CH:9][C:8]([C:11]([F:14])([F:13])[F:12])=[CH:7][C:3]=1[C:4]([OH:6])=[O:5].N1C=CC=CC=1.Cl[C:22](Cl)([O:24]C(=O)OC(Cl)(Cl)Cl)Cl. Product: [F:14][C:11]([F:12])([F:13])[C:8]1[CH:9]=[CH:10][C:2]2[NH:1][C:22](=[O:24])[O:5][C:4](=[O:6])[C:3]=2[CH:7]=1. The catalyst class is: 10. (10) Reactant: C(=O)([O-])[O-].[K+].[K+].[CH:7]([C:10]1[C:15](=[O:16])[NH:14][C:13](=[O:17])[NH:12][C:11]=1[O:18][C:19]1[CH:20]=[C:21]([CH:24]=[C:25]([CH3:27])[CH:26]=1)[C:22]#[N:23])([CH3:9])[CH3:8].[CH2:28](I)[CH2:29][CH2:30][CH3:31]. Product: [CH2:28]([N:12]1[C:11]([O:18][C:19]2[CH:20]=[C:21]([CH:24]=[C:25]([CH3:27])[CH:26]=2)[C:22]#[N:23])=[C:10]([CH:7]([CH3:9])[CH3:8])[C:15](=[O:16])[NH:14][C:13]1=[O:17])[CH2:29][CH2:30][CH3:31]. The catalyst class is: 3.